This data is from Full USPTO retrosynthesis dataset with 1.9M reactions from patents (1976-2016). The task is: Predict the reactants needed to synthesize the given product. (1) Given the product [Br:22][CH2:23][C:24]([NH:1][C:2]1[CH:3]=[C:4]2[C:8](=[CH:9][CH:10]=1)[C:7](=[C:11]1[C:19]3[C:14](=[CH:15][CH:16]=[C:17]([Cl:20])[CH:18]=3)[NH:13][C:12]1=[O:21])[O:6][CH2:5]2)=[O:25], predict the reactants needed to synthesize it. The reactants are: [NH2:1][C:2]1[CH:3]=[C:4]2[C:8](=[CH:9][CH:10]=1)[C:7](=[C:11]1[C:19]3[C:14](=[CH:15][CH:16]=[C:17]([Cl:20])[CH:18]=3)[NH:13][C:12]1=[O:21])[O:6][CH2:5]2.[Br:22][CH2:23][C:24](O[C:24](=[O:25])[CH2:23][Br:22])=[O:25].C(=O)([O-])[O-].[K+].[K+].O. (2) Given the product [CH2:22]([N:6]([CH2:7][C:8]1[N:9]([CH2:29][CH:2]=[CH:3][CH2:4][N:31]2[CH2:36][CH2:35][CH2:34][CH2:33][CH2:32]2)[C:10]2[CH:16]=[CH:15][CH:14]=[CH:13][C:11]=2[N:12]=1)[C:4](=[O:5])[C:3]1[CH:26]=[CH:27][CH:28]=[C:29]([F:30])[C:2]=1[F:1])[CH2:23][CH2:24][CH3:25], predict the reactants needed to synthesize it. The reactants are: [F:1][C:2]1[C:29]([F:30])=[CH:28][CH:27]=[CH:26][C:3]=1[C:4]([N:6]([CH2:22][CH2:23][CH2:24][CH3:25])[CH:7](CC=CCCl)[C:8]1[NH:12][C:11]2[CH:13]=[CH:14][CH:15]=[CH:16][C:10]=2[N:9]=1)=[O:5].[NH:31]1[CH2:36][CH2:35][CH2:34][CH2:33][CH2:32]1. (3) The reactants are: [F:1][C:2]1[CH:7]=[C:6]([F:8])[C:5]([F:9])=[CH:4][C:3]=1[NH2:10].[Br:11][C:12]1[S:16][C:15]([CH:17]=O)=[CH:14][CH:13]=1.[BH4-].[Na+]. Given the product [Br:11][C:12]1[S:16][C:15]([CH2:17][NH:10][C:3]2[CH:4]=[C:5]([F:9])[C:6]([F:8])=[CH:7][C:2]=2[F:1])=[CH:14][CH:13]=1, predict the reactants needed to synthesize it. (4) Given the product [C:61]([C:58]1[CH:57]=[CH:56][C:55]([O:54][C:78]2[C:77]3[C:90]4[CH:89]=[CH:88][C:87]5[S:8][C:9]6[C:10](=[CH:11][CH:26]=[CH:27][CH:28]=6)[C:67]6=[CH:66][CH:65]=[C:12]([C:13]7[C:76]=3[C:25]3[C:16](=[CH:15][C:14]=7[O:54][C:55]7[CH:60]=[CH:59][C:58]([C:61]([CH3:63])([CH3:64])[CH3:62])=[CH:57][CH:56]=7)[C:17](=[O:53])[N:18]([C:41]7[C:42]([CH:50]([CH3:51])[CH3:52])=[CH:43][CH:44]=[CH:45][C:46]=7[CH:47]([CH3:48])[CH3:49])[C:19](=[O:40])[C:20]=3[CH:79]=2)[C:85]=4[C:86]=56)=[CH:60][CH:59]=1)([CH3:64])([CH3:62])[CH3:63], predict the reactants needed to synthesize it. The reactants are: NC1C=CC=CC=1[S:8][C:9]1[CH:28]=[CH:27][C:26]2C3=C4[C:25]5[C:16]([C:17](=[O:53])[N:18]([C:41]6[C:46]([CH:47]([CH3:49])[CH3:48])=[CH:45][CH:44]=[CH:43][C:42]=6[CH:50]([CH3:52])[CH3:51])[C:19](=[O:40])[C:20]=5C=C3OC3C=CC(C(C)(C)C)=CC=3)=[CH:15][C:14]([O:54][C:55]3[CH:60]=[CH:59][C:58]([C:61]([CH3:64])([CH3:63])[CH3:62])=[CH:57][CH:56]=3)=[C:13]4[C:12]3=[CH:65][CH:66]=[CH:67][C:10]=1[C:11]=23.N([O-])=O.[Na+].CC(O[CH2:76][C:77]1[C:90]2[C:85](=[CH:86][CH:87]=[CH:88][CH:89]=2)C(COC(C)=O)=C2[C:78]=1[CH:79]=CC=C2)=O. (5) Given the product [C:1]([O:5][C:6](=[O:7])[NH:8][C@@H:9]([C@H:13]([O:15][CH3:16])[CH3:14])[C:10]([N:19]([CH3:20])[CH3:18])=[O:11])([CH3:4])([CH3:3])[CH3:2], predict the reactants needed to synthesize it. The reactants are: [C:1]([O:5][C:6]([NH:8][C@@H:9]([C@H:13]([O:15][CH3:16])[CH3:14])[C:10](O)=[O:11])=[O:7])([CH3:4])([CH3:3])[CH3:2].C[CH2:18][N:19](C(C)C)[CH:20](C)C.CN(C(ON1N=NC2C=CC=CC1=2)=[N+](C)C)C.F[P-](F)(F)(F)(F)F.CNC. (6) Given the product [NH:29]1[C:30]2[C:26](=[CH:25][C:24]([C:22]3[N:21]=[C:6]([C:5]4[CH:9]=[CH:10][C:11]([O:12][CH:13]([CH3:15])[CH3:14])=[C:3]([CH:4]=4)[C:1]#[N:2])[O:8][N:23]=3)=[CH:32][CH:31]=2)[CH:27]=[N:28]1, predict the reactants needed to synthesize it. The reactants are: [C:1]([C:3]1[CH:4]=[C:5]([CH:9]=[CH:10][C:11]=1[O:12][CH:13]([CH3:15])[CH3:14])[C:6]([OH:8])=O)#[N:2].C(Cl)CCl.O[NH:21][C:22]([C:24]1[CH:25]=[C:26]2[C:30](=[CH:31][CH:32]=1)[NH:29][N:28]=[CH:27]2)=[NH:23]. (7) Given the product [NH2:41][C:14]1[CH:15]=[N:16][C:17]2[C:22]([C:13]=1[C:4]1[CH:5]=[CH:6][C:7]([C:9]([F:10])([F:11])[F:12])=[CH:8][C:3]=1[O:2][CH3:1])=[CH:21][CH:20]=[C:19]([S:23]([N:26]([CH2:32][C:33]1[CH:34]=[CH:35][C:36]([O:39][CH3:40])=[CH:37][CH:38]=1)[C:27]1[S:28][CH:29]=[CH:30][N:31]=1)(=[O:24])=[O:25])[CH:18]=2, predict the reactants needed to synthesize it. The reactants are: [CH3:1][O:2][C:3]1[CH:8]=[C:7]([C:9]([F:12])([F:11])[F:10])[CH:6]=[CH:5][C:4]=1[C:13]1[C:22]2[C:17](=[CH:18][C:19]([S:23]([N:26]([CH2:32][C:33]3[CH:38]=[CH:37][C:36]([O:39][CH3:40])=[CH:35][CH:34]=3)[C:27]3[S:28][CH:29]=[CH:30][N:31]=3)(=[O:25])=[O:24])=[CH:20][CH:21]=2)[N:16]=[CH:15][C:14]=1[N+:41]([O-])=O.C(O)(=O)C. (8) The reactants are: [C:1]([C:3]1[N:4]=[C:5]2[C:18](=[N:19][OH:20])[C:17]3[CH:16]=[CH:15][CH:14]=[CH:13][C:12]=3[C:6]2=[N:7][C:8]=1[C:9]([NH2:11])=[O:10])#[N:2].C([O-])([O-])=O.[Cs+].[Cs+].[CH2:27]([O:29][C:30](=[O:37])[CH2:31][NH:32][C:33](=[O:36])[CH2:34]Br)[CH3:28].O. Given the product [CH2:27]([O:29][C:30](=[O:37])[CH2:31][NH:32][C:33](=[O:36])[CH2:34][O:20][N:19]=[C:18]1[C:5]2[C:6](=[N:7][C:8]([C:9](=[O:10])[NH2:11])=[C:3]([C:1]#[N:2])[N:4]=2)[C:12]2[CH:13]=[CH:14][CH:15]=[CH:16][C:17]1=2)[CH3:28], predict the reactants needed to synthesize it. (9) Given the product [C:24]([O:18][CH2:17][C:6]1[C:7]([CH2:13][CH:14]2[CH2:15][CH2:16]2)=[C:8]([C:9]([O:11][CH3:12])=[O:10])[C:3]([CH:2]([F:1])[F:23])=[N:4][C:5]=1[C:19]([F:22])([F:20])[F:21])(=[O:31])[C:25]1[CH:30]=[CH:29][CH:28]=[CH:27][CH:26]=1, predict the reactants needed to synthesize it. The reactants are: [F:1][CH:2]([F:23])[C:3]1[C:8]([C:9]([O:11][CH3:12])=[O:10])=[C:7]([CH2:13][CH:14]2[CH2:16][CH2:15]2)[C:6]([CH2:17][OH:18])=[C:5]([C:19]([F:22])([F:21])[F:20])[N:4]=1.[C:24](Cl)(=[O:31])[C:25]1[CH:30]=[CH:29][CH:28]=[CH:27][CH:26]=1. (10) Given the product [Cl:1][C:2]1[CH:3]=[CH:4][C:5]([O:23][CH2:24][C:25]2[CH:26]=[CH:27][CH:28]=[CH:29][CH:30]=2)=[C:6]([CH2:8][N:9]2[C:13]([CH3:14])=[CH:12][C:11]([C:15]3[N:17]=[C:18]([CH3:19])[NH:20][N:38]=3)=[N:10]2)[CH:7]=1, predict the reactants needed to synthesize it. The reactants are: [Cl:1][C:2]1[CH:3]=[CH:4][C:5]([O:23][CH2:24][C:25]2[CH:30]=[CH:29][CH:28]=[CH:27][CH:26]=2)=[C:6]([CH2:8][N:9]2[C:13]([CH3:14])=[CH:12][C:11]([C:15](/[N:17]=[C:18](/[N:20](C)C)\[CH3:19])=O)=[N:10]2)[CH:7]=1.O1CCOCC1.O.[NH2:38]N.